This data is from Reaction yield outcomes from USPTO patents with 853,638 reactions. The task is: Predict the reaction yield, written as a fraction of the theoretical maximum amount of product (1.0 means a 100% yield; for example, 0.34 means a 34% yield). (1) The reactants are [F:1][B-:2]([F:5])([F:4])[F:3].[H+].[N:7]1[CH:12]=[CH:11][CH:10]=[CH:9][CH:8]=1. No catalyst specified. The product is [F:1][B-:2]([F:5])([F:4])[F:3].[NH+:7]1[CH:12]=[CH:11][CH:10]=[CH:9][CH:8]=1. The yield is 0.600. (2) The reactants are ClCCl.[OH:4][CH2:5][CH2:6][O:7][CH:8]1[CH2:13][CH2:12][N:11]([C:14]([O:16][CH2:17][C:18]2[CH:23]=[CH:22][CH:21]=[CH:20][CH:19]=2)=[O:15])[CH2:10][CH2:9]1.C(N(CC)CC)C.[C:31]1([CH3:41])[CH:36]=[CH:35][C:34]([S:37](Cl)(=[O:39])=[O:38])=[CH:33][CH:32]=1. The catalyst is O. The product is [CH3:41][C:31]1[CH:36]=[CH:35][C:34]([S:37]([O:4][CH2:5][CH2:6][O:7][CH:8]2[CH2:13][CH2:12][N:11]([C:14]([O:16][CH2:17][C:18]3[CH:19]=[CH:20][CH:21]=[CH:22][CH:23]=3)=[O:15])[CH2:10][CH2:9]2)(=[O:39])=[O:38])=[CH:33][CH:32]=1. The yield is 0.990.